This data is from Reaction yield outcomes from USPTO patents with 853,638 reactions. The task is: Predict the reaction yield, written as a fraction of the theoretical maximum amount of product (1.0 means a 100% yield; for example, 0.34 means a 34% yield). (1) The reactants are [C:1]1([C:8]2[CH:13]=[CH:12][CH:11]=[CH:10][CH:9]=2)[CH:6]=[CH:5][C:4]([OH:7])=[CH:3][CH:2]=1.Br[CH2:15][CH2:16][CH2:17][C:18]([O:20][CH3:21])=[O:19].C([O-])([O-])=O.[Cs+].[Cs+]. The catalyst is CN(C=O)C.O. The product is [C:1]1([C:8]2[CH:13]=[CH:12][CH:11]=[CH:10][CH:9]=2)[CH:2]=[CH:3][C:4]([O:7][CH2:15][CH2:16][CH2:17][C:18]([O:20][CH3:21])=[O:19])=[CH:5][CH:6]=1. The yield is 0.940. (2) The reactants are [CH2:1]([C:3]1[S:28][C:6]2[N:7]([CH2:13][C:14]3[CH:19]=[CH:18][C:17]([C:20]4[C:21]([C:26]#[N:27])=[CH:22][CH:23]=[CH:24][CH:25]=4)=[CH:16][CH:15]=3)C(=O)[O:9][C:10](=O)[C:5]=2[CH:4]=1)[CH3:2].[NH:29]1[CH2:36][CH2:35][CH2:34][CH:30]1[C:31]([OH:33])=O. The catalyst is C(O)(=O)C. The product is [CH2:1]([C:3]1[S:28][C:6]2[N:7]([CH2:13][C:14]3[CH:15]=[CH:16][C:17]([C:20]4[C:21]([C:26]#[N:27])=[CH:22][CH:23]=[CH:24][CH:25]=4)=[CH:18][CH:19]=3)[C:31](=[O:33])[CH:30]3[CH2:34][CH2:35][CH2:36][N:29]3[C:10](=[O:9])[C:5]=2[CH:4]=1)[CH3:2]. The yield is 0.650. (3) The reactants are [C:1](=[NH:21])([O:3][CH2:4][CH2:5][C:6]1[CH:11]=[CH:10][C:9]([O:12][C:13]2[CH:18]=[CH:17][C:16]([CH3:19])=[C:15]([Cl:20])[CH:14]=2)=[CH:8][CH:7]=1)[NH2:2].[CH:22]([CH:24]([CH2:29][C:30]1[CH:31]=[N:32][N:33]([CH3:35])[CH:34]=1)[C:25](OC)=O)=[O:23].C([O-])([O-])=O.[K+].[K+]. The catalyst is CN1C(=O)CCC1. The product is [Cl:20][C:15]1[CH:14]=[C:13]([O:12][C:9]2[CH:8]=[CH:7][C:6]([CH2:5][CH2:4][O:3][C:1]3[NH:2][CH:25]=[C:24]([CH2:29][C:30]4[CH:31]=[N:32][N:33]([CH3:35])[CH:34]=4)[C:22](=[O:23])[N:21]=3)=[CH:11][CH:10]=2)[CH:18]=[CH:17][C:16]=1[CH3:19]. The yield is 0.148. (4) The reactants are [CH3:1][O:2][C:3]1[C:4]([N+:11]([O-:13])=[O:12])=[CH:5][C:6]([CH3:10])=[C:7]([CH:9]=1)N.Cl.N([O-])=O.[Na+].[Cu](C#N)[C:20]#[N:21].[C-]#N.[Na+]. The catalyst is CC(C)=O.O.CCOC(C)=O. The product is [CH3:1][O:2][C:3]1[C:4]([N+:11]([O-:13])=[O:12])=[CH:5][C:6]([CH3:10])=[C:7]([CH:9]=1)[C:20]#[N:21]. The yield is 0.900. (5) The reactants are Br[C:2]1[CH:11]=[CH:10][C:9]2[C:4](=[CH:5][CH:6]=[C:7]([Br:12])[CH:8]=2)[CH:3]=1.[F:13][C:14]1[CH:19]=[C:18]([F:20])[CH:17]=[CH:16][C:15]=1B(O)O.C(=O)([O-])[O-].[Na+].[Na+].C1(C)C=CC=CC=1P(C1C=CC=CC=1C)C1C=CC=CC=1C. The catalyst is O.COCCOC.C([O-])(=O)C.[Pd+2].C([O-])(=O)C. The product is [Br:12][C:7]1[CH:6]=[CH:5][C:4]2[C:9](=[CH:10][CH:11]=[C:2]([C:17]3[CH:16]=[CH:15][C:14]([F:13])=[CH:19][C:18]=3[F:20])[CH:3]=2)[CH:8]=1. The yield is 0.100.